The task is: Predict the reaction yield, written as a fraction of the theoretical maximum amount of product (1.0 means a 100% yield; for example, 0.34 means a 34% yield).. This data is from Reaction yield outcomes from USPTO patents with 853,638 reactions. (1) The reactants are C1C=C(Cl)C=C(C(OO)=[O:9])C=1.[CH2:12]([N:16]([C:29]1[CH:34]=[CH:33][CH:32]=[CH:31][CH:30]=1)[S:17]([C:20]1[CH:25]=[CH:24][CH:23]=[CH:22][C:21]=1[N+:26]([O-:28])=[O:27])(=[O:19])=[O:18])[CH2:13][CH:14]=[CH2:15]. The catalyst is C(Cl)(Cl)Cl.O.C([O-])(O)=O.[Na+]. The product is [N+:26]([C:21]1[CH:22]=[CH:23][CH:24]=[CH:25][C:20]=1[S:17]([N:16]([CH2:12][CH2:13][CH:14]1[CH2:15][O:9]1)[C:29]1[CH:34]=[CH:33][CH:32]=[CH:31][CH:30]=1)(=[O:19])=[O:18])([O-:28])=[O:27]. The yield is 0.969. (2) The reactants are [NH2:1][C:2]1[C:10]2[C:5](=[N:6][C:7]([NH:16][CH2:17][CH2:18][C:19]3[CH:24]=[CH:23][CH:22]=[CH:21][CH:20]=3)=[C:8]3[CH2:13][C:12]([CH3:15])([CH3:14])[CH2:11][C:9]3=2)[S:4][C:3]=1[C:25]([NH2:27])=[O:26].O.[C:29]1(C)C=CC(S(O)(=O)=O)=CC=1. The yield is 0.730. The product is [CH3:14][C:12]1([CH3:15])[CH2:11][C:9]2=[C:10]3[C:2]4[N:1]=[CH:29][NH:27][C:25](=[O:26])[C:3]=4[S:4][C:5]3=[N:6][C:7]([NH:16][CH2:17][CH2:18][C:19]3[CH:20]=[CH:21][CH:22]=[CH:23][CH:24]=3)=[C:8]2[CH2:13]1. The catalyst is C([O-])([O-])OCC.